Task: Predict the product of the given reaction.. Dataset: Forward reaction prediction with 1.9M reactions from USPTO patents (1976-2016) (1) Given the reactants ClC1C=C(CS(NC2N=NC(S(CC)(=O)=O)=CC=2O)(=O)=O)C=C(Cl)C=1.[Cl:26][C:27]1[CH:28]=[C:29]([CH2:34][S:35]([NH:38][C:39]2[N:40]=[N:41][C:42]([S:47]([CH:50]([CH3:52])[CH3:51])(=[O:49])=[O:48])=[CH:43][C:44]=2[O:45]C)(=[O:37])=[O:36])[CH:30]=[C:31]([Cl:33])[CH:32]=1.ClC1C=C(CS(NC2N=NC(S(CC)(=O)=O)=CC=2OC)(=O)=O)C=C(Cl)C=1, predict the reaction product. The product is: [Cl:26][C:27]1[CH:28]=[C:29]([CH2:34][S:35]([NH:38][C:39]2[N:40]=[N:41][C:42]([S:47]([CH:50]([CH3:52])[CH3:51])(=[O:49])=[O:48])=[CH:43][C:44]=2[OH:45])(=[O:36])=[O:37])[CH:30]=[C:31]([Cl:33])[CH:32]=1. (2) Given the reactants Br[CH2:2][C:3]1[CH:4]=[C:5]([O:10][CH3:11])[CH:6]=[C:7]([CH3:9])[CH:8]=1.[C-]#N.[Na+].[C-]#N.C[C:18]#[N:19], predict the reaction product. The product is: [CH3:11][O:10][C:5]1[CH:4]=[C:3]([CH2:2][C:18]#[N:19])[CH:8]=[C:7]([CH3:9])[CH:6]=1. (3) The product is: [Cl:8][C:9]1[CH:10]=[CH:11][C:12]([C:15]2[CH:16]=[CH:17][C:18]([C:21]#[C:22][C:24]3[N:25]=[N:26][C:27]([O:30][CH2:31][CH2:32][N:33]4[CH2:34][CH2:35][CH2:36][CH2:37]4)=[CH:28][CH:29]=3)=[N:19][CH:20]=2)=[CH:13][CH:14]=1. Given the reactants C(N(CC)CC)C.[Cl:8][C:9]1[CH:14]=[CH:13][C:12]([C:15]2[CH:16]=[CH:17][C:18]([C:21]#[CH:22])=[N:19][CH:20]=2)=[CH:11][CH:10]=1.Cl[C:24]1[N:25]=[N:26][C:27]([O:30][CH2:31][CH2:32][N:33]2[CH2:37][CH2:36][CH2:35][CH2:34]2)=[CH:28][CH:29]=1, predict the reaction product. (4) Given the reactants [C:1]([O:5][C:6](=[O:25])[NH:7][C@@H:8]1[CH2:12][CH2:11][N:10]([S:13]([C:16]2[C:21]([Cl:22])=[CH:20][CH:19]=[C:18]([NH2:23])[C:17]=2[OH:24])(=[O:15])=[O:14])[CH2:9]1)([CH3:4])([CH3:3])[CH3:2].[Cl:26][C:27]1[C:28](=[O:33])[C:29](=[O:32])[C:30]=1Cl, predict the reaction product. The product is: [C:1]([O:5][C:6](=[O:25])[NH:7][C@@H:8]1[CH2:12][CH2:11][N:10]([S:13]([C:16]2[C:21]([Cl:22])=[CH:20][CH:19]=[C:18]([NH:23][C:30]3[C:29](=[O:32])[C:28](=[O:33])[C:27]=3[Cl:26])[C:17]=2[OH:24])(=[O:14])=[O:15])[CH2:9]1)([CH3:4])([CH3:2])[CH3:3]. (5) Given the reactants FC(F)(F)S(O[C:7]1[CH:12]=[C:11]([O:13][CH3:14])[C:10]([CH3:15])=[C:9]([O:16][CH3:17])[CH:8]=1)(=O)=O.[O:20]1[CH:24]=[CH:23][CH:22]=[C:21]1B(O)O.[Li+].[Cl-].C([O-])([O-])=O.[Na+].[Na+], predict the reaction product. The product is: [CH3:17][O:16][C:9]1[CH:8]=[C:7]([C:21]2[O:20][CH:24]=[CH:23][CH:22]=2)[CH:12]=[C:11]([O:13][CH3:14])[C:10]=1[CH3:15]. (6) Given the reactants Cl.Cl.[NH2:3][CH2:4][CH2:5][CH2:6][CH2:7][CH2:8][CH2:9][CH2:10][CH2:11][CH2:12][N:13]1[CH2:18][CH2:17][CH:16]([O:19][C:20](=[O:34])[NH:21][C:22]2[CH:27]=[CH:26][CH:25]=[CH:24][C:23]=2[C:28]2[CH:33]=[CH:32][CH:31]=[CH:30][CH:29]=2)[CH2:15][CH2:14]1.[OH:35][C:36]1[CH:43]=[C:42]([Cl:44])[C:41]([Cl:45])=[CH:40][C:37]=1[CH:38]=O, predict the reaction product. The product is: [OH:35][C:36]1[CH:43]=[C:42]([Cl:44])[C:41]([Cl:45])=[CH:40][C:37]=1[CH2:38][NH:3][CH2:4][CH2:5][CH2:6][CH2:7][CH2:8][CH2:9][CH2:10][CH2:11][CH2:12][N:13]1[CH2:18][CH2:17][CH:16]([O:19][C:20](=[O:34])[NH:21][C:22]2[CH:27]=[CH:26][CH:25]=[CH:24][C:23]=2[C:28]2[CH:33]=[CH:32][CH:31]=[CH:30][CH:29]=2)[CH2:15][CH2:14]1.